Dataset: Peptide-MHC class II binding affinity with 134,281 pairs from IEDB. Task: Regression. Given a peptide amino acid sequence and an MHC pseudo amino acid sequence, predict their binding affinity value. This is MHC class II binding data. The peptide sequence is IPFVHLGHRDALEDD. The MHC is DRB1_0901 with pseudo-sequence DRB1_0901. The binding affinity (normalized) is 0.524.